From a dataset of Full USPTO retrosynthesis dataset with 1.9M reactions from patents (1976-2016). Predict the reactants needed to synthesize the given product. (1) Given the product [F:31][C:28]([F:29])([F:30])[C:25]1[CH:26]=[CH:27][C:22]([C:2]([C:3]2[CH:8]=[CH:7][N:6]=[CH:5][C:4]=2[CH2:9][CH2:10][N:11]2[C:12](=[O:21])[C:13]3[C:18](=[CH:17][CH:16]=[CH:15][CH:14]=3)[C:19]2=[O:20])=[O:1])=[CH:23][CH:24]=1, predict the reactants needed to synthesize it. The reactants are: [OH:1][CH:2]([C:22]1[CH:27]=[CH:26][C:25]([C:28]([F:31])([F:30])[F:29])=[CH:24][CH:23]=1)[C:3]1[CH:8]=[CH:7][N:6]=[CH:5][C:4]=1[CH2:9][CH2:10][N:11]1[C:19](=[O:20])[C:18]2[C:13](=[CH:14][CH:15]=[CH:16][CH:17]=2)[C:12]1=[O:21]. (2) Given the product [C:27]([NH:26][C:6]1[C:7]([C:9]2[C:10]([CH3:25])=[CH:11][C:12]([O:16][CH2:17][C:18]3([OH:24])[CH2:23][CH2:22][S:21][CH2:20][CH2:19]3)=[CH:13][C:14]=2[CH3:15])=[CH:8][C:3]([CH2:2][N:37]([S:38]([C:41]2[CH:46]=[CH:45][CH:44]=[CH:43][C:42]=2[N+:47]([O-:49])=[O:48])(=[O:39])=[O:40])[C:35]2[CH:34]=[CH:33][C:32]([CH2:50][CH2:51][C:52]([O:54][CH2:55][CH3:56])=[O:53])=[C:31]([F:30])[CH:36]=2)=[CH:4][CH:5]=1)(=[O:29])[CH3:28], predict the reactants needed to synthesize it. The reactants are: O[CH2:2][C:3]1[CH:4]=[CH:5][C:6]([NH:26][C:27](=[O:29])[CH3:28])=[C:7]([C:9]2[C:14]([CH3:15])=[CH:13][C:12]([O:16][CH2:17][C:18]3([OH:24])[CH2:23][CH2:22][S:21][CH2:20][CH2:19]3)=[CH:11][C:10]=2[CH3:25])[CH:8]=1.[F:30][C:31]1[CH:36]=[C:35]([NH:37][S:38]([C:41]2[CH:46]=[CH:45][CH:44]=[CH:43][C:42]=2[N+:47]([O-:49])=[O:48])(=[O:40])=[O:39])[CH:34]=[CH:33][C:32]=1[CH2:50][CH2:51][C:52]([O:54][CH2:55][CH3:56])=[O:53].C1(P(C2C=CC=CC=2)C2C=CC=CC=2)C=CC=CC=1.N(C(OCC)=O)=NC(OCC)=O. (3) Given the product [O:41]=[S:2]1(=[O:1])[CH2:7][CH2:6][N:5]([CH2:8][C:9]2[CH:10]=[CH:11][C:12]([NH:15][C:16]([C:17]3[CH:18]=[CH:19][C:20]([C:23]4[CH:28]=[CH:27][C:26]([C:29]5[NH:33][C:32]([C@@H:34]6[CH2:38][CH2:37][CH2:36][N:35]6[C:48]([C@@H:47]([NH:46][C:44](=[O:45])[O:43][CH3:42])[CH:51]([CH3:53])[CH3:52])=[O:49])=[N:31][CH:30]=5)=[CH:25][C:24]=4[CH3:39])=[CH:21][CH:22]=3)=[O:40])=[CH:13][CH:14]=2)[CH2:4][CH2:3]1, predict the reactants needed to synthesize it. The reactants are: [O:1]=[S:2]1(=[O:41])[CH2:7][CH2:6][N:5]([CH2:8][C:9]2[CH:14]=[CH:13][C:12]([NH:15][C:16](=[O:40])[C:17]3[CH:22]=[CH:21][C:20]([C:23]4[CH:28]=[CH:27][C:26]([C:29]5[NH:33][C:32]([C@@H:34]6[CH2:38][CH2:37][CH2:36][NH:35]6)=[N:31][CH:30]=5)=[CH:25][C:24]=4[CH3:39])=[CH:19][CH:18]=3)=[CH:11][CH:10]=2)[CH2:4][CH2:3]1.[CH3:42][O:43][C:44]([NH:46][C@@H:47]([CH:51]([CH3:53])[CH3:52])[C:48](O)=[O:49])=[O:45]. (4) Given the product [C:1]([C:3]1[CH:8]=[CH:7][C:6]([NH:9][C:10]([CH:12]2[NH:16][CH:15]([CH2:17][C:18]([CH3:21])([CH3:20])[CH3:19])[C:14]3([C:29]4[C:24](=[CH:25][C:26]([Cl:30])=[CH:27][CH:28]=4)[NH:23][C:22]3=[O:31])[CH:13]2[C:32]2[CH:37]=[CH:36][CH:35]=[C:34]([Cl:38])[C:33]=2[F:39])=[O:11])=[C:5]([O:40][CH3:41])[CH:4]=1)(=[O:42])[NH2:2], predict the reactants needed to synthesize it. The reactants are: [C:1]([C:3]1[CH:8]=[CH:7][C:6]([NH:9][C:10]([CH:12]2[NH:16][CH:15]([CH2:17][C:18]([CH3:21])([CH3:20])[CH3:19])[C:14]3([C:29]4[C:24](=[CH:25][C:26]([Cl:30])=[CH:27][CH:28]=4)[NH:23][C:22]3=[O:31])[CH:13]2[C:32]2[CH:37]=[CH:36][CH:35]=[C:34]([Cl:38])[C:33]=2[F:39])=[O:11])=[C:5]([O:40][CH3:41])[CH:4]=1)#[N:2].[OH:42]O.[OH-].[Na+]. (5) Given the product [CH2:21]([N:23]1[C:2]2[C:3](=[CH:6][C:7]([N+:12]([O-:14])=[O:13])=[C:8]([O:10][CH3:11])[CH:9]=2)[C:4]([NH2:5])=[N:24]1)[CH3:22], predict the reactants needed to synthesize it. The reactants are: Cl[C:2]1[CH:9]=[C:8]([O:10][CH3:11])[C:7]([N+:12]([O-:14])=[O:13])=[CH:6][C:3]=1[C:4]#[N:5].C(O)(=O)C(O)=O.[CH2:21]([NH:23][NH2:24])[CH3:22].C([O-])([O-])=O.[K+].[K+]. (6) Given the product [Cl:1][C:2]1[N:3]=[N:4][C:5]([NH:30][NH2:31])=[C:6]([C:15]2[CH:20]=[CH:19][C:18]([Cl:21])=[CH:17][CH:16]=2)[C:7]=1[C:8]1[CH:13]=[CH:12][C:11]([Cl:14])=[CH:10][CH:9]=1, predict the reactants needed to synthesize it. The reactants are: [Cl:1][C:2]1[CH:7]([C:8]2[CH:13]=[CH:12][C:11]([Cl:14])=[CH:10][CH:9]=2)[C:6](Cl)([C:15]2[CH:20]=[CH:19][C:18]([Cl:21])=[CH:17][CH:16]=2)[CH:5]=[N:4][N:3]=1.N1C=CC=CC=1.O.[NH2:30][NH2:31].